Dataset: Merck oncology drug combination screen with 23,052 pairs across 39 cell lines. Task: Regression. Given two drug SMILES strings and cell line genomic features, predict the synergy score measuring deviation from expected non-interaction effect. Drug 1: C=CCn1c(=O)c2cnc(Nc3ccc(N4CCN(C)CC4)cc3)nc2n1-c1cccc(C(C)(C)O)n1. Drug 2: O=C(O)C1(Cc2cccc(Nc3nccs3)n2)CCC(Oc2cccc(Cl)c2F)CC1. Cell line: NCIH23. Synergy scores: synergy=5.07.